Dataset: Reaction yield outcomes from USPTO patents with 853,638 reactions. Task: Predict the reaction yield, written as a fraction of the theoretical maximum amount of product (1.0 means a 100% yield; for example, 0.34 means a 34% yield). (1) The reactants are C(OC([NH:8][C@H:9]1[CH2:14][CH2:13][C@H:12]([C:15]([OH:17])=[O:16])[CH2:11][CH2:10]1)=O)(C)(C)C.CC(=O)OCC.Cl. The catalyst is CCOC(C)=O. The product is [NH2:8][C@H:9]1[CH2:14][CH2:13][C@H:12]([C:15]([OH:17])=[O:16])[CH2:11][CH2:10]1. The yield is 0.994. (2) The reactants are Cl[C:2]1[CH:7]=[CH:6][N:5]=[C:4]([CH:8]([O:11]C)[O:9]C)[CH:3]=1.O[Li].O.[CH2:16]1[CH2:20]OC[CH2:17]1.CO. The catalyst is O. The product is [NH:5]1[C:6]2[C:7](=[CH:2][CH:17]=[CH:16][CH:20]=2)[CH:3]=[C:4]1[C:8]([OH:9])=[O:11]. The yield is 0.905. (3) The reactants are CC(OC([N:8]1[CH2:13][CH2:12][N:11]([C:14]2[S:18][C:17]([C:19]([OH:21])=O)=[CH:16][CH:15]=2)[CH2:10][CH2:9]1)=O)(C)C.ClC(N(C)C)=C(C)C.[NH2:30][C:31]1[N:35](C(OC(C)(C)C)=O)[N:34]=[C:33]([CH2:43][CH2:44][C:45]2[CH:50]=[C:49]([O:51][CH3:52])[CH:48]=[C:47]([O:53][CH3:54])[CH:46]=2)[CH:32]=1.Cl.O1CCOCC1. The catalyst is C1COCC1.N1C=CC=CC=1. The product is [CH3:52][O:51][C:49]1[CH:50]=[C:45]([CH2:44][CH2:43][C:33]2[NH:34][N:35]=[C:31]([NH:30][C:19]([C:17]3[S:18][C:14]([N:11]4[CH2:10][CH2:9][NH:8][CH2:13][CH2:12]4)=[CH:15][CH:16]=3)=[O:21])[CH:32]=2)[CH:46]=[C:47]([O:53][CH3:54])[CH:48]=1. The yield is 0.110. (4) The reactants are [CH3:1][O:2][C:3]1[CH:4]=[C:5]2[C:10](=[CH:11][C:12]=1[O:13][CH3:14])[N:9]=[CH:8][N:7]=[C:6]2[O:15][C:16]1[CH:22]=[CH:21][C:19]([NH2:20])=[CH:18][CH:17]=1.C1(C)C=CC=CC=1.C(N(CC)CC)C.Cl[C:38](Cl)([O:40]C(=O)OC(Cl)(Cl)Cl)Cl.[Br:49][C:50]1[CH:58]=[CH:57][CH:56]=[CH:55][C:51]=1[CH:52]([OH:54])[CH3:53]. The catalyst is C(Cl)Cl. The product is [CH3:1][O:2][C:3]1[CH:4]=[C:5]2[C:10](=[CH:11][C:12]=1[O:13][CH3:14])[N:9]=[CH:8][N:7]=[C:6]2[O:15][C:16]1[CH:22]=[CH:21][C:19]([NH:20][C:38](=[O:40])[O:54][CH:52]([C:51]2[CH:55]=[CH:56][CH:57]=[CH:58][C:50]=2[Br:49])[CH3:53])=[CH:18][CH:17]=1. The yield is 0.350. (5) The reactants are [OH:1][C:2]1[C:9]([OH:10])=[CH:8][CH:7]=[CH:6][C:3]=1[CH:4]=O.CC1(C)O[C:17](=[O:18])[CH2:16][C:14](=[O:15])[O:13]1. The catalyst is O. The product is [OH:10][C:9]1[CH:8]=[CH:7][CH:6]=[C:3]2[C:2]=1[O:1][C:17](=[O:18])[C:16]([C:14]([OH:15])=[O:13])=[CH:4]2. The yield is 0.850. (6) The reactants are [C:1](=O)([O-])[O-].[K+].[K+].IC.[F:9][C:10]1[CH:15]=[CH:14][CH:13]=[CH:12][C:11]=1[C:16]1[C:28]2[C:27]3[C:22](=[CH:23][C:24]([OH:29])=[CH:25][CH:26]=3)[NH:21][C:20]=2[C:19]([C:30]([NH2:32])=[O:31])=[CH:18][CH:17]=1. The catalyst is CS(C)=O.CCOC(C)=O. The product is [F:9][C:10]1[CH:15]=[CH:14][CH:13]=[CH:12][C:11]=1[C:16]1[C:28]2[C:27]3[C:22](=[CH:23][C:24]([O:29][CH3:1])=[CH:25][CH:26]=3)[NH:21][C:20]=2[C:19]([C:30]([NH2:32])=[O:31])=[CH:18][CH:17]=1. The yield is 0.0900. (7) The reactants are [N:1]12[CH2:8][CH2:7][C:4]([C:9]([C:17]3[CH:22]=[CH:21][CH:20]=[CH:19][CH:18]=3)([C:11]3[CH:16]=[CH:15][CH:14]=[CH:13][CH:12]=3)[OH:10])([CH2:5][CH2:6]1)[CH2:3][CH2:2]2.[N+:23]([C:26]1[CH:31]=[CH:30][C:29]([O:32][CH2:33][CH2:34][CH2:35][Br:36])=[CH:28][CH:27]=1)([O-:25])=[O:24]. The catalyst is CC#N. The product is [Br-:36].[OH:10][C:9]([C:17]1[CH:22]=[CH:21][CH:20]=[CH:19][CH:18]=1)([C:11]1[CH:12]=[CH:13][CH:14]=[CH:15][CH:16]=1)[C:4]12[CH2:5][CH2:6][N+:1]([CH2:35][CH2:34][CH2:33][O:32][C:29]3[CH:30]=[CH:31][C:26]([N+:23]([O-:25])=[O:24])=[CH:27][CH:28]=3)([CH2:2][CH2:3]1)[CH2:8][CH2:7]2. The yield is 0.670.